This data is from Full USPTO retrosynthesis dataset with 1.9M reactions from patents (1976-2016). The task is: Predict the reactants needed to synthesize the given product. (1) Given the product [Cl:16][C:13]1[CH:14]=[CH:15][C:10]([NH:9][C:7](=[O:8])[C:6]2[CH:17]=[CH:18][CH:19]=[CH:20][C:5]=2[OH:4])=[N:11][CH:12]=1, predict the reactants needed to synthesize it. The reactants are: C([O:4][C:5]1[CH:20]=[CH:19][CH:18]=[CH:17][C:6]=1[C:7]([NH:9][C:10]1[CH:15]=[CH:14][C:13]([Cl:16])=[CH:12][N:11]=1)=[O:8])(=O)C. (2) Given the product [Br:1][C:2]1[CH:3]=[C:4]2[C:5](=[CH:7][CH:8]=1)[NH:6][C:10]([C:11]1[CH:16]=[CH:15][CH:14]=[CH:13][C:12]=1[O:17][CH3:18])=[CH:9]2, predict the reactants needed to synthesize it. The reactants are: [Br:1][C:2]1[CH:8]=[CH:7][C:5]([NH2:6])=[C:4]([C:9]#[C:10][C:11]2[CH:16]=[CH:15][CH:14]=[CH:13][C:12]=2[O:17][CH3:18])[CH:3]=1. (3) Given the product [Cl:3][C:4]1[N:5]=[C:6]([C:11]([NH:13][C@H:14]2[CH2:19][CH2:18][N:17]([C:20]3[S:21][C:22]([C:26]([OH:28])=[O:27])=[C:23]([CH3:25])[N:24]=3)[CH2:16][C@H:15]2[F:31])=[O:12])[NH:7][C:8]=1[CH2:9][CH3:10], predict the reactants needed to synthesize it. The reactants are: [OH-].[Li+].[Cl:3][C:4]1[N:5]=[C:6]([C:11]([NH:13][C@H:14]2[CH2:19][CH2:18][N:17]([C:20]3[S:21][C:22]([C:26]([O:28]CC)=[O:27])=[C:23]([CH3:25])[N:24]=3)[CH2:16][C@H:15]2[F:31])=[O:12])[NH:7][C:8]=1[CH2:9][CH3:10].Cl.O.